Dataset: Experimentally validated miRNA-target interactions with 360,000+ pairs, plus equal number of negative samples. Task: Binary Classification. Given a miRNA mature sequence and a target amino acid sequence, predict their likelihood of interaction. The miRNA is hsa-miR-4703-5p with sequence UAGCAAUACAGUACAAAUAUAGU. The protein sequence of the target gene is MDDQGCPRCKTTKYRNPSLKLMVNVCGHTLCESCVDLLFVRGAGNCPECGTPLRKSNFRVQLFEDPTVDKEVEIRKKVLKIYNKREEDFPSLREYNDFLEEVEEIVFNLTNNVDLDNTKKKMEIYQKENKDVIQKNKLKLTREQEELEEALEVERQENEQRRLFIQKEEQLQQILKRKNKQAFLDELESSDLPVALLLAQHKDRSTQLEMQLEKPKPVKPVTFSTGIKMGQHISLAPIHKLEEALYEYQPLQIETYGPHVPELEMLGRLGYLNHVRAASPQDLAGGYTSSLACHRALQDA.... Result: 0 (no interaction).